Dataset: Full USPTO retrosynthesis dataset with 1.9M reactions from patents (1976-2016). Task: Predict the reactants needed to synthesize the given product. (1) Given the product [CH3:4][C:1]([C:5]1[CH:10]=[CH:9][C:8]([C:11]2[C:19]3[C:14](=[CH:15][CH:16]=[CH:17][CH:18]=3)[N:13]([CH2:20][C:21]3[CH:26]=[CH:25][CH:24]=[C:23]([N:27]4[CH2:32][CH2:31][S:30][CH2:29][CH2:28]4)[CH:22]=3)[C:12]=2[C:33]([OH:35])=[O:34])=[CH:7][CH:6]=1)([CH3:2])[CH3:3], predict the reactants needed to synthesize it. The reactants are: [C:1]([C:5]1[CH:10]=[CH:9][C:8]([C:11]2[C:19]3[C:14](=[CH:15][CH:16]=[CH:17][CH:18]=3)[N:13]([CH2:20][C:21]3[CH:26]=[CH:25][CH:24]=[C:23]([N:27]4[CH2:32][CH2:31][S:30][CH2:29][CH2:28]4)[CH:22]=3)[C:12]=2[C:33]([O:35]CC)=[O:34])=[CH:7][CH:6]=1)([CH3:4])([CH3:3])[CH3:2].[OH-].[Na+]. (2) Given the product [Cl:16][C:17]1[CH:25]=[CH:24][CH:23]=[CH:22][C:18]=1[C:19]1[N:6]=[C:4]([N:26]2[CH2:31][CH2:30][CH2:29][CH2:28][CH2:27]2)[C:3]2[C:2](=[CH:10][CH:9]=[C:8]([O:11][C:12]([F:15])([F:14])[F:13])[CH:7]=2)[N:1]=1, predict the reactants needed to synthesize it. The reactants are: [NH2:1][C:2]1[CH:10]=[CH:9][C:8]([O:11][C:12]([F:15])([F:14])[F:13])=[CH:7][C:3]=1[C:4]([NH2:6])=O.[Cl:16][C:17]1[CH:25]=[CH:24][CH:23]=[CH:22][C:18]=1[C:19](Cl)=O.[NH:26]1[CH2:31][CH2:30][CH2:29][CH2:28][CH2:27]1.